From a dataset of Forward reaction prediction with 1.9M reactions from USPTO patents (1976-2016). Predict the product of the given reaction. (1) Given the reactants [F:1][C:2]1[CH:3]=[C:4](B(O)O)[CH:5]=[CH:6][C:7]=1[O:8][CH3:9].[O-]P([O-])([O-])=O.[K+].[K+].[K+].C(Cl)Cl.[CH3:24][Si:25]([CH3:71])([CH3:70])[CH2:26][CH2:27][O:28][CH2:29][N:30]([CH2:62][O:63][CH2:64][CH2:65][Si:66]([CH3:69])([CH3:68])[CH3:67])[C:31]1[N:36]2[N:37]=[CH:38][C:39]([C:40]3[CH:41]=[N:42][C:43](Cl)=[CH:44][CH:45]=3)=[C:35]2[N:34]=[C:33]([CH:47]2[CH2:53][CH:52]3[N:54]([C:55]([O:57][C:58]([CH3:61])([CH3:60])[CH3:59])=[O:56])[CH:49]([CH2:50][CH2:51]3)[CH2:48]2)[CH:32]=1, predict the reaction product. The product is: [CH3:69][Si:66]([CH3:67])([CH3:68])[CH2:65][CH2:64][O:63][CH2:62][N:30]([CH2:29][O:28][CH2:27][CH2:26][Si:25]([CH3:24])([CH3:71])[CH3:70])[C:31]1[N:36]2[N:37]=[CH:38][C:39]([C:40]3[CH:41]=[N:42][C:43]([C:4]4[CH:5]=[CH:6][C:7]([O:8][CH3:9])=[C:2]([F:1])[CH:3]=4)=[CH:44][CH:45]=3)=[C:35]2[N:34]=[C:33]([CH:47]2[CH2:53][CH:52]3[N:54]([C:55]([O:57][C:58]([CH3:61])([CH3:60])[CH3:59])=[O:56])[CH:49]([CH2:50][CH2:51]3)[CH2:48]2)[CH:32]=1. (2) Given the reactants [N+:1]([C:4]1[CH:9]=[CH:8][C:7]([N:10]2[CH2:15][CH2:14][NH:13][CH2:12][CH2:11]2)=[CH:6][CH:5]=1)([O-])=O.Cl[C:17]1[CH:22]=[CH:21][C:20]([CH3:23])=[CH:19][N:18]=1.CC1N=C(N2CCN(C3C=CC(N)=CC=3)CC2)C=CC=1, predict the reaction product. The product is: [CH3:23][C:20]1[CH:21]=[CH:22][C:17]([N:13]2[CH2:14][CH2:15][N:10]([C:7]3[CH:8]=[CH:9][C:4]([NH2:1])=[CH:5][CH:6]=3)[CH2:11][CH2:12]2)=[N:18][CH:19]=1. (3) Given the reactants Br[C:2]1[CH:23]=[CH:22][C:5]2[C:6]3[N:7]([CH:11]=[C:12]([C:14]4[N:18]([CH:19]([CH3:21])[CH3:20])[N:17]=[CH:16][N:15]=4)[N:13]=3)[CH2:8][CH2:9][O:10][C:4]=2[CH:3]=1.[CH:24]([S:26]([NH2:29])(=[O:28])=[O:27])=[CH2:25].C(N(CC)CC)C.C1(C)C=CC=CC=1P(C1C=CC=CC=1C)C1C=CC=CC=1C, predict the reaction product. The product is: [CH:19]([N:18]1[C:14]([C:12]2[N:13]=[C:6]3[N:7]([CH2:8][CH2:9][O:10][C:4]4[CH:3]=[C:2](/[CH:25]=[CH:24]/[S:26]([NH2:29])(=[O:28])=[O:27])[CH:23]=[CH:22][C:5]=43)[CH:11]=2)=[N:15][CH:16]=[N:17]1)([CH3:21])[CH3:20]. (4) The product is: [F:1][C:2]1[CH:3]=[CH:4][C:5]([N:8]2[C:12]3[CH2:13][C@H:14]4[C@:19]([C:21]([C:23]5[N:24]=[CH:25][S:26][CH:27]=5)=[O:22])([CH2:20][C:11]=3[CH:10]=[N:9]2)[CH2:18][N:17]([C:28]([O:30][C:31]([CH3:34])([CH3:33])[CH3:32])=[O:29])[CH2:16][CH2:15]4)=[CH:6][CH:7]=1. Given the reactants [F:1][C:2]1[CH:7]=[CH:6][C:5]([N:8]2[C:12]3[CH:13]=[C:14]4[C@:19]([C:21]([C:23]5[N:24]=[CH:25][S:26][CH:27]=5)=[O:22])([CH2:20][C:11]=3[CH:10]=[N:9]2)[CH2:18][N:17]([C:28]([O:30][C:31]([CH3:34])([CH3:33])[CH3:32])=[O:29])[CH2:16][CH2:15]4)=[CH:4][CH:3]=1.[H][H], predict the reaction product.